Dataset: Reaction yield outcomes from USPTO patents with 853,638 reactions. Task: Predict the reaction yield, written as a fraction of the theoretical maximum amount of product (1.0 means a 100% yield; for example, 0.34 means a 34% yield). (1) The reactants are [C:1]1([CH3:11])[CH:6]=[CH:5][C:4]([S:7](Cl)(=[O:9])=[O:8])=[CH:3][CH:2]=1.[Cl:12][C:13]1[CH:18]=[CH:17][C:16]([CH2:19][CH2:20][C:21]([O:23][CH2:24][CH3:25])=[O:22])=[CH:15][C:14]=1[C@H:26]([OH:29])[CH2:27][OH:28].Cl.C(OCC)C. The catalyst is N1C=CC=CC=1. The product is [Cl:12][C:13]1[CH:18]=[CH:17][C:16]([CH2:19][CH2:20][C:21]([O:23][CH2:24][CH3:25])=[O:22])=[CH:15][C:14]=1[C@H:26]([OH:29])[CH2:27][O:28][S:7]([C:4]1[CH:5]=[CH:6][C:1]([CH3:11])=[CH:2][CH:3]=1)(=[O:9])=[O:8]. The yield is 0.800. (2) The reactants are [CH3:1][C:2]([CH3:19])([C@H:4]([N:7]([C:9](=[O:18])[C:10]1[CH:15]=[C:14]([CH3:16])[CH:13]=[C:12]([CH3:17])[CH:11]=1)[NH2:8])[CH2:5][CH3:6])[CH3:3].C(=O)([O-])[O-].[K+].[K+].[F:26][C:27]1[CH:35]=[C:34]([B:36]2[O:40]C(C)(C)C(C)(C)[O:37]2)[CH:33]=[CH:32][C:28]=1[C:29](Cl)=[O:30]. The catalyst is C(Cl)Cl.O. The product is [CH3:17][C:12]1[CH:11]=[C:10]([CH:15]=[C:14]([CH3:16])[CH:13]=1)[C:9]([N:7]([C@H:4]([CH2:5][CH3:6])[C:2]([CH3:1])([CH3:3])[CH3:19])[NH:8][C:29]([C:28]1[CH:32]=[CH:33][C:34]([B:36]([OH:40])[OH:37])=[CH:35][C:27]=1[F:26])=[O:30])=[O:18]. The yield is 0.590. (3) The reactants are [C:1]([C:5]1[CH:12]=[CH:11][C:8]([CH2:9][NH2:10])=[CH:7][CH:6]=1)([CH3:4])([CH3:3])[CH3:2].C(N(CC)CC)C.[C:20]1([S:26](Cl)(=[O:28])=[O:27])[CH:25]=[CH:24][CH:23]=[CH:22][CH:21]=1. The catalyst is C(Cl)Cl. The product is [C:1]([C:5]1[CH:6]=[CH:7][C:8]([CH2:9][NH:10][S:26]([C:20]2[CH:25]=[CH:24][CH:23]=[CH:22][CH:21]=2)(=[O:28])=[O:27])=[CH:11][CH:12]=1)([CH3:4])([CH3:2])[CH3:3]. The yield is 0.920. (4) The reactants are [CH2:1]([N:3]1[CH2:8][CH2:7][N:6]2[N:9]=[C:10]([NH:12][C:13]3[C:14](=[O:29])[N:15]([CH3:28])[CH:16]=[C:17](B4OC(C)(C)C(C)(C)O4)[CH:18]=3)[CH:11]=[C:5]2[CH2:4]1)[CH3:2].Cl[C:31]1[C:36]([CH:37]=[O:38])=[C:35]([N:39]2[CH2:51][CH2:50][C:49]3[N:48]4[C:43]([CH2:44][CH2:45][CH2:46][CH2:47]4)=[CH:42][C:41]=3[C:40]2=[O:52])[N:34]=[CH:33][CH:32]=1.[O-]P([O-])([O-])=O.[K+].[K+].[K+].C([O-])(=O)C.[Na+]. The catalyst is C1C=CC(P(C2C=CC=CC=2)[C-]2C=CC=C2)=CC=1.C1C=CC(P(C2C=CC=CC=2)[C-]2C=CC=C2)=CC=1.Cl[Pd]Cl.[Fe+2].O.C(#N)C. The product is [CH2:1]([N:3]1[CH2:8][CH2:7][N:6]2[N:9]=[C:10]([NH:12][C:13]3[C:14](=[O:29])[N:15]([CH3:28])[CH:16]=[C:17]([C:31]4[C:36]([CH:37]=[O:38])=[C:35]([N:39]5[CH2:51][CH2:50][C:49]6[N:48]7[C:43]([CH2:44][CH2:45][CH2:46][CH2:47]7)=[CH:42][C:41]=6[C:40]5=[O:52])[N:34]=[CH:33][CH:32]=4)[CH:18]=3)[CH:11]=[C:5]2[CH2:4]1)[CH3:2]. The yield is 0.560. (5) The reactants are [CH2:1]([O:3][C:4]([C:6]1([CH2:19][CH:20]=C)[CH2:11][CH2:10][N:9]([C:12]([O:14][C:15]([CH3:18])([CH3:17])[CH3:16])=[O:13])[CH2:8][CH2:7]1)=[O:5])[CH3:2].CC[O:24]C(C)=O. The catalyst is CC(O)C.O.O=[Os](=O)(=O)=O. The product is [CH2:1]([O:3][C:4]([C:6]1([CH2:19][CH:20]=[O:24])[CH2:7][CH2:8][N:9]([C:12]([O:14][C:15]([CH3:18])([CH3:16])[CH3:17])=[O:13])[CH2:10][CH2:11]1)=[O:5])[CH3:2]. The yield is 0.340. (6) The reactants are C[O:2][C:3]([C:5]1[N:6]([NH:10][C:11]([CH:13]2[CH:17]([CH3:18])[CH2:16][N:15]([CH2:19][C:20]3[CH:25]=[CH:24][CH:23]=[CH:22][CH:21]=3)[CH2:14]2)=O)[CH:7]=[N:8][CH:9]=1)=O.[OH-].[NH4+:27]. The catalyst is CO. The product is [CH2:19]([N:15]1[CH2:16][CH:17]([CH3:18])[CH:13]([C:11]2[NH:27][C:3](=[O:2])[C:5]3=[CH:9][N:8]=[CH:7][N:6]3[N:10]=2)[CH2:14]1)[C:20]1[CH:25]=[CH:24][CH:23]=[CH:22][CH:21]=1. The yield is 0.406. (7) The reactants are [NH3:1].[Br:2][C:3]1[CH:8]=[CH:7][C:6]([N:9]2[C:15](=[O:16])[C:14]3[C:17](Cl)=[N:18][C:19]([CH3:21])=[N:20][C:13]=3[O:12][CH2:11][CH2:10]2)=[CH:5][CH:4]=1. The catalyst is O1CCOCC1. The product is [NH2:1][C:17]1[C:14]2[C:15](=[O:16])[N:9]([C:6]3[CH:7]=[CH:8][C:3]([Br:2])=[CH:4][CH:5]=3)[CH2:10][CH2:11][O:12][C:13]=2[N:20]=[C:19]([CH3:21])[N:18]=1. The yield is 0.990.